From a dataset of Reaction yield outcomes from USPTO patents with 853,638 reactions. Predict the reaction yield, written as a fraction of the theoretical maximum amount of product (1.0 means a 100% yield; for example, 0.34 means a 34% yield). (1) The reactants are [CH2:1]([O:3][C:4]1[CH:9]=[C:8]([N+:10]([O-:12])=[O:11])[CH:7]=[CH:6][C:5]=1[C:13]1[CH:18]=[CH:17][N:16]=[CH:15][CH:14]=1)[CH3:2].[CH3:19][I:20]. The catalyst is C(#N)C.C(OCC)C. The product is [I-:20].[CH2:1]([O:3][C:4]1[CH:9]=[C:8]([N+:10]([O-:12])=[O:11])[CH:7]=[CH:6][C:5]=1[C:13]1[CH:14]=[CH:15][N+:16]([CH3:19])=[CH:17][CH:18]=1)[CH3:2]. The yield is 0.990. (2) The reactants are Br[C:2]1[CH:3]=[CH:4][C:5]([O:13][CH:14]([F:16])[F:15])=[C:6]([CH:8]2[O:12][CH2:11][CH2:10][O:9]2)[CH:7]=1.[CH:17]([B-](F)(F)F)=[CH2:18].[K+].C1(P(C2C=CC=CC=2)C2C=CC=CC=2)C=CC=CC=1.C(=O)([O-])[O-].[Cs+].[Cs+]. The catalyst is O.Cl[Pd]Cl.C1COCC1. The product is [F:15][CH:14]([F:16])[O:13][C:5]1[CH:4]=[CH:3][C:2]([CH:17]=[CH2:18])=[CH:7][C:6]=1[CH:8]1[O:12][CH2:11][CH2:10][O:9]1. The yield is 0.430. (3) The reactants are [OH:1][C:2]1[CH:3]=[CH:4][C:5]2[N:6]([C:15]3[CH:20]=[CH:19][CH:18]=[CH:17][CH:16]=3)[C:7]3[C:12]([C:13]=2[CH:14]=1)=[CH:11][CH:10]=[CH:9][CH:8]=3.Br[CH2:22][CH2:23][CH2:24][CH2:25][CH2:26][CH2:27][CH2:28][CH2:29][OH:30].C1C2NC3C(=CC=CC=3)C=2C=CC=1. No catalyst specified. The product is [OH:30][CH2:29][CH2:28][CH2:27][CH2:26][CH2:25][CH2:24][CH2:23][CH2:22][O:1][C:2]1[CH:3]=[CH:4][C:5]2[N:6]([C:15]3[CH:20]=[CH:19][CH:18]=[CH:17][CH:16]=3)[C:7]3[C:12]([C:13]=2[CH:14]=1)=[CH:11][CH:10]=[CH:9][CH:8]=3. The yield is 0.843. (4) The reactants are [CH2:1]([N:3]([CH:27]1[CH2:32][CH2:31][NH:30][CH2:29][CH2:28]1)[C:4]1[C:19]2[CH2:18][CH:17]=[CH:16][CH2:15][CH2:14][C:13]3[CH:20]=[C:21]([CH3:25])[NH:22][C:23](=[O:24])[C:12]=3[CH2:11][NH:10][C:9](=[O:26])[C:8]=2[CH:7]=[CH:6][CH:5]=1)[CH3:2].[CH:33]1([CH:36]=O)[CH2:35][CH2:34]1.CC(O)=O.[BH3-]C#N.[Na+]. The catalyst is CO. The product is [CH:33]1([CH2:36][N:30]2[CH2:31][CH2:32][CH:27]([N:3]([CH2:1][CH3:2])[C:4]3[C:19]4[CH2:18][CH:17]=[CH:16][CH2:15][CH2:14][C:13]5[CH:20]=[C:21]([CH3:25])[NH:22][C:23](=[O:24])[C:12]=5[CH2:11][NH:10][C:9](=[O:26])[C:8]=4[CH:7]=[CH:6][CH:5]=3)[CH2:28][CH2:29]2)[CH2:35][CH2:34]1. The yield is 0.760. (5) The reactants are [C:1]([O:5][C:6]([N:8]1[CH2:13][CH2:12][CH2:11][CH:10]([CH2:14][CH2:15][C:16](O)=[O:17])[CH2:9]1)=[O:7])([CH3:4])([CH3:3])[CH3:2].O.[H][H]. The catalyst is C1COCC1. The product is [C:1]([O:5][C:6]([N:8]1[CH2:13][CH2:12][CH2:11][CH:10]([CH2:14][CH2:15][CH2:16][OH:17])[CH2:9]1)=[O:7])([CH3:4])([CH3:3])[CH3:2]. The yield is 0.970. (6) The reactants are [ClH:1].[CH2:2]([C:9]1[N:10]=[C:11]([NH2:14])[NH:12][CH:13]=1)[CH2:3][CH2:4][CH2:5][CH2:6][C:7]#[CH:8].[N:15]([CH2:18][C:19]([CH3:27])=[CH:20][C:21]1[CH:26]=[CH:25][CH:24]=[CH:23][CH:22]=1)=[N+:16]=[N-:17]. No catalyst specified. The product is [ClH:1].[CH3:27][C:19](=[CH:20][C:21]1[CH:26]=[CH:25][CH:24]=[CH:23][CH:22]=1)[CH2:18][N:15]1[CH:8]=[C:7]([CH2:6][CH2:5][CH2:4][CH2:3][CH2:2][C:9]2[N:10]=[C:11]([NH2:14])[NH:12][CH:13]=2)[N:17]=[N:16]1. The yield is 0.650. (7) The reactants are [F:1][C:2]1[CH:3]=[C:4]([CH:6]=[C:7](B2OC(C)(C)C(C)(C)O2)[CH:8]=1)[NH2:5].Br[C:19]1[S:20][CH:21]=[N:22][CH:23]=1.CC(C1C=C(C(C)C)C(C2C=CC=CC=2P(C2CCCCC2)C2CCCCC2)=C(C(C)C)C=1)C.C(=O)([O-])[O-].[Cs+].[Cs+]. The yield is 0.850. The catalyst is C1C=CC(/C=C/C(/C=C/C2C=CC=CC=2)=O)=CC=1.C1C=CC(/C=C/C(/C=C/C2C=CC=CC=2)=O)=CC=1.C1C=CC(/C=C/C(/C=C/C2C=CC=CC=2)=O)=CC=1.[Pd].[Pd]. The product is [F:1][C:2]1[CH:3]=[C:4]([CH:6]=[C:7]([C:19]2[S:20][CH:21]=[N:22][CH:23]=2)[CH:8]=1)[NH2:5]. (8) The reactants are Br[C:2]1[C:7]([CH3:8])=[CH:6][CH:5]=[CH:4][N:3]=1.[OH:9][CH2:10][C:11]1[CH:16]=[CH:15][C:14](B(O)O)=[CH:13][CH:12]=1.C(=O)([O-])[O-].[Na+].[Na+]. The catalyst is C1(C)C=CC=CC=1.C1C=CC([P]([Pd]([P](C2C=CC=CC=2)(C2C=CC=CC=2)C2C=CC=CC=2)([P](C2C=CC=CC=2)(C2C=CC=CC=2)C2C=CC=CC=2)[P](C2C=CC=CC=2)(C2C=CC=CC=2)C2C=CC=CC=2)(C2C=CC=CC=2)C2C=CC=CC=2)=CC=1. The product is [CH3:8][C:7]1[C:2]([C:14]2[CH:15]=[CH:16][C:11]([CH2:10][OH:9])=[CH:12][CH:13]=2)=[N:3][CH:4]=[CH:5][CH:6]=1. The yield is 0.470. (9) The reactants are [F:1][CH:2]([F:11])[C:3](=O)[CH2:4][C:5]([O:7]CC)=O.Cl.[C:13](=[NH:18])([NH2:17])[CH2:14][CH2:15][CH3:16].C[O-].[Na+]. The catalyst is CO.C(OCC)(=O)C. The product is [F:11][CH:2]([F:1])[C:3]1[N:17]=[C:13]([CH2:14][CH2:15][CH3:16])[NH:18][C:5](=[O:7])[CH:4]=1. The yield is 1.00. (10) The reactants are [Cl:1][C:2]1[C:3]([CH3:18])=[C:4]([NH:10][C@H:11]([C@H:15]([OH:17])[CH3:16])[C:12]([OH:14])=O)[CH:5]=[CH:6][C:7]=1[C:8]#[N:9].[N+:19]([C:22]1[CH:31]=[CH:30][C:25]([C:26]([NH:28][NH2:29])=[O:27])=[CH:24][CH:23]=1)([O-:21])=[O:20].O.ON1C2C=CC=CC=2N=N1.Cl.CN(C)CCCN=C=NCC.C(N(CC)CC)C. The catalyst is C1COCC1. The product is [Cl:1][C:2]1[C:3]([CH3:18])=[C:4]([NH:10][C@H:11]([C@H:15]([OH:17])[CH3:16])[C:12]([NH:29][NH:28][C:26](=[O:27])[C:25]2[CH:24]=[CH:23][C:22]([N+:19]([O-:21])=[O:20])=[CH:31][CH:30]=2)=[O:14])[CH:5]=[CH:6][C:7]=1[C:8]#[N:9]. The yield is 0.890.